From a dataset of NCI-60 drug combinations with 297,098 pairs across 59 cell lines. Regression. Given two drug SMILES strings and cell line genomic features, predict the synergy score measuring deviation from expected non-interaction effect. (1) Drug 1: C1=CC(=CC=C1CCC2=CNC3=C2C(=O)NC(=N3)N)C(=O)NC(CCC(=O)O)C(=O)O. Drug 2: C1=CC(=CC=C1CC(C(=O)O)N)N(CCCl)CCCl.Cl. Cell line: HOP-92. Synergy scores: CSS=22.4, Synergy_ZIP=-0.397, Synergy_Bliss=1.48, Synergy_Loewe=-0.955, Synergy_HSA=3.08. (2) Drug 1: CS(=O)(=O)C1=CC(=C(C=C1)C(=O)NC2=CC(=C(C=C2)Cl)C3=CC=CC=N3)Cl. Drug 2: C1=CN(C(=O)N=C1N)C2C(C(C(O2)CO)O)O.Cl. Cell line: A549. Synergy scores: CSS=40.8, Synergy_ZIP=-3.48, Synergy_Bliss=-4.42, Synergy_Loewe=-21.9, Synergy_HSA=-3.11. (3) Drug 1: C1=CC(=CC=C1CCCC(=O)O)N(CCCl)CCCl. Drug 2: CC12CCC3C(C1CCC2OP(=O)(O)O)CCC4=C3C=CC(=C4)OC(=O)N(CCCl)CCCl.[Na+]. Cell line: HOP-62. Synergy scores: CSS=24.1, Synergy_ZIP=-2.94, Synergy_Bliss=-2.16, Synergy_Loewe=-13.3, Synergy_HSA=-3.58. (4) Drug 1: CC1=C2C(C(=O)C3(C(CC4C(C3C(C(C2(C)C)(CC1OC(=O)C(C(C5=CC=CC=C5)NC(=O)OC(C)(C)C)O)O)OC(=O)C6=CC=CC=C6)(CO4)OC(=O)C)O)C)O. Drug 2: C(CC(=O)O)C(=O)CN.Cl. Cell line: T-47D. Synergy scores: CSS=-0.974, Synergy_ZIP=-2.91, Synergy_Bliss=-4.43, Synergy_Loewe=-25.2, Synergy_HSA=-9.24. (5) Drug 1: C1CC(=O)NC(=O)C1N2CC3=C(C2=O)C=CC=C3N. Drug 2: C1CCC(C(C1)N)N.C(=O)(C(=O)[O-])[O-].[Pt+4]. Cell line: SR. Synergy scores: CSS=54.2, Synergy_ZIP=-8.19, Synergy_Bliss=-9.57, Synergy_Loewe=-11.8, Synergy_HSA=-5.17. (6) Drug 1: CC1CCC2CC(C(=CC=CC=CC(CC(C(=O)C(C(C(=CC(C(=O)CC(OC(=O)C3CCCCN3C(=O)C(=O)C1(O2)O)C(C)CC4CCC(C(C4)OC)OCCO)C)C)O)OC)C)C)C)OC. Drug 2: C1CN1C2=NC(=NC(=N2)N3CC3)N4CC4. Cell line: BT-549. Synergy scores: CSS=27.7, Synergy_ZIP=-7.04, Synergy_Bliss=-3.88, Synergy_Loewe=-0.696, Synergy_HSA=0.324. (7) Drug 1: CC1C(C(CC(O1)OC2CC(OC(C2O)C)OC3=CC4=CC5=C(C(=O)C(C(C5)C(C(=O)C(C(C)O)O)OC)OC6CC(C(C(O6)C)O)OC7CC(C(C(O7)C)O)OC8CC(C(C(O8)C)O)(C)O)C(=C4C(=C3C)O)O)O)O. Drug 2: C1C(C(OC1N2C=NC(=NC2=O)N)CO)O. Cell line: HS 578T. Synergy scores: CSS=47.4, Synergy_ZIP=-2.46, Synergy_Bliss=-2.74, Synergy_Loewe=-13.5, Synergy_HSA=-1.40.